This data is from Full USPTO retrosynthesis dataset with 1.9M reactions from patents (1976-2016). The task is: Predict the reactants needed to synthesize the given product. (1) Given the product [CH2:1]([N:8]1[C:13]([CH3:14])=[CH:12][CH:11]=[C:10]([C:15]([NH:19][C@@H:20]([CH2:28][CH2:29][CH2:30][NH:31][C:32]([NH:34][S:35]([C:38]2[C:39]([CH3:52])=[C:40]3[C:45](=[C:46]([CH3:49])[C:47]=2[CH3:48])[O:44][C:43]([CH3:51])([CH3:50])[CH2:42][CH2:41]3)(=[O:36])=[O:37])=[NH:33])[C:21]([O:23][C:24]([CH3:25])([CH3:26])[CH3:27])=[O:22])=[O:17])[C:9]1=[O:18])[C:2]1[CH:3]=[CH:4][CH:5]=[CH:6][CH:7]=1, predict the reactants needed to synthesize it. The reactants are: [CH2:1]([N:8]1[C:13]([CH3:14])=[CH:12][CH:11]=[C:10]([C:15]([OH:17])=O)[C:9]1=[O:18])[C:2]1[CH:7]=[CH:6][CH:5]=[CH:4][CH:3]=1.[NH2:19][C@@H:20]([CH2:28][CH2:29][CH2:30][NH:31][C:32]([NH:34][S:35]([C:38]1[C:39]([CH3:52])=[C:40]2[C:45](=[C:46]([CH3:49])[C:47]=1[CH3:48])[O:44][C:43]([CH3:51])([CH3:50])[CH2:42][CH2:41]2)(=[O:37])=[O:36])=[NH:33])[C:21]([O:23][C:24]([CH3:27])([CH3:26])[CH3:25])=[O:22].CN(C(ON1N=NC2C=CC=CC1=2)=[N+](C)C)C.F[P-](F)(F)(F)(F)F.CCN(C(C)C)C(C)C. (2) Given the product [NH2:1][C:2]1[C:11]2[CH:10]=[CH:9][CH:8]=[C:7]([C:28]3[C:23]([O:22][CH3:21])=[N:24][CH:25]=[N:26][CH:27]=3)[C:6]=2[N:5]=[C:4]2[CH2:13][N:14]([CH:17]3[CH2:20][CH2:19][CH2:18]3)[C:15](=[O:16])[C:3]=12, predict the reactants needed to synthesize it. The reactants are: [NH2:1][C:2]1[C:11]2[CH:10]=[CH:9][CH:8]=[C:7](Br)[C:6]=2[N:5]=[C:4]2[CH2:13][N:14]([CH:17]3[CH2:20][CH2:19][CH2:18]3)[C:15](=[O:16])[C:3]=12.[CH3:21][O:22][C:23]1[C:28]([Sn](CCCC)(CCCC)CCCC)=[CH:27][N:26]=[CH:25][N:24]=1. (3) Given the product [CH2:1]([C:3]([C:21]1[CH:26]=[CH:25][C:24]([O:27][CH2:41][C@@H:39]2[NH:40][C:36](=[O:35])[CH2:37][CH2:38]2)=[C:23]([CH3:28])[CH:22]=1)([C:6]1[CH:11]=[CH:10][C:9]([CH2:12][CH2:13][CH:14]([OH:19])[C:15]([CH3:17])([CH3:18])[CH3:16])=[C:8]([CH3:20])[CH:7]=1)[CH2:4][CH3:5])[CH3:2], predict the reactants needed to synthesize it. The reactants are: [CH2:1]([C:3]([C:21]1[CH:26]=[CH:25][C:24]([OH:27])=[C:23]([CH3:28])[CH:22]=1)([C:6]1[CH:11]=[CH:10][C:9]([CH2:12][CH2:13][CH:14]([OH:19])[C:15]([CH3:18])([CH3:17])[CH3:16])=[C:8]([CH3:20])[CH:7]=1)[CH2:4][CH3:5])[CH3:2].C([O-])([O-])=O.[K+].[K+].[O:35]=[C:36]1[NH:40][C@@H:39]([CH2:41]OS(C2C=CC(C)=CC=2)(=O)=O)[CH2:38][CH2:37]1.[NH4+].[Cl-]. (4) Given the product [CH3:29][O:28][C:21]1[CH:20]=[C:19]([CH:24]=[CH:23][C:22]=1[N+:25]([O-:27])=[O:26])[C:17]([C:14]1[N:12]2[CH:13]=[C:8]([NH:7][S:1]([CH3:4])(=[O:3])=[O:2])[CH:9]=[CH:10][C:11]2=[CH:16][N:15]=1)=[O:18], predict the reactants needed to synthesize it. The reactants are: [S:1](Cl)([CH3:4])(=[O:3])=[O:2].Cl.[NH2:7][C:8]1[CH:9]=[CH:10][C:11]2[N:12]([C:14]([C:17]([C:19]3[CH:24]=[CH:23][C:22]([N+:25]([O-:27])=[O:26])=[C:21]([O:28][CH3:29])[CH:20]=3)=[O:18])=[N:15][CH:16]=2)[CH:13]=1. (5) The reactants are: Cl[C:2]([C:5]([C:8]([C:11]([CH2:14][C:15]([S:18]([F:21])(=[O:20])=[O:19])([F:17])[F:16])([Cl:13])[F:12])([F:10])[F:9])(Cl)[F:6])([F:4])[F:3]. Given the product [Cl:13][C:11]([F:12])([C:8]([F:9])([F:10])[C:5]([F:6])=[C:2]([F:4])[F:3])[CH2:14][C:15]([F:17])([F:16])[S:18]([F:21])(=[O:19])=[O:20], predict the reactants needed to synthesize it. (6) The reactants are: [CH2:1]([O:3][C:4](=[O:19])[C:5]([C:17]#[N:18])=[CH:6][C:7]1[C:16]2[C:11](=[CH:12][CH:13]=[CH:14][CH:15]=2)[CH:10]=[CH:9][CH:8]=1)[CH3:2]. Given the product [C:17]([CH:5]([CH:6]([C:7]1[C:16]2[C:11](=[CH:12][CH:13]=[CH:14][CH:15]=2)[CH:10]=[CH:9][CH:8]=1)[C:7]1[CH:16]=[CH:11][CH:10]=[CH:9][CH:8]=1)[C:4]([O:3][CH2:1][CH3:2])=[O:19])#[N:18], predict the reactants needed to synthesize it. (7) The reactants are: [NH2:1][C:2]1[N:3]([CH3:24])[C:4](=[O:23])[C:5]2([N:22]=1)[C:18]1[CH:17]=[C:16]([Br:19])[CH:15]=[CH:14][C:13]=1[O:12][C:11]1[C:6]2=[CH:7][C:8]([O:20]C)=[CH:9][CH:10]=1.C(Cl)Cl.C([O-])(O)=O.[Na+]. Given the product [NH2:1][C:2]1[N:3]([CH3:24])[C:4](=[O:23])[C:5]2([N:22]=1)[C:18]1[CH:17]=[C:16]([Br:19])[CH:15]=[CH:14][C:13]=1[O:12][C:11]1[C:6]2=[CH:7][C:8]([OH:20])=[CH:9][CH:10]=1, predict the reactants needed to synthesize it.